Predict the reactants needed to synthesize the given product. From a dataset of Full USPTO retrosynthesis dataset with 1.9M reactions from patents (1976-2016). (1) Given the product [CH2:1]([C:3]1[C:4]([CH2:18][NH2:19])=[N:5][N:6]([C:12]2[CH:17]=[CH:16][CH:15]=[CH:14][CH:13]=2)[C:7]=1[CH2:8][CH:9]([CH3:11])[CH3:10])[CH3:2], predict the reactants needed to synthesize it. The reactants are: [CH2:1]([C:3]1[C:4]([CH2:18][NH:19]O)=[N:5][N:6]([C:12]2[CH:17]=[CH:16][CH:15]=[CH:14][CH:13]=2)[C:7]=1[CH2:8][CH:9]([CH3:11])[CH3:10])[CH3:2].[H-].[Al+3].[Li+].[H-].[H-].[H-].O.S([O-])([O-])(=O)=O.[Na+].[Na+]. (2) Given the product [Cl:12][C:13]1[CH:19]=[CH:18][CH:17]=[C:16]([Cl:20])[C:14]=1[NH:15][C:2]1[CH:7]=[CH:6][CH:5]=[CH:4][C:3]=1[CH2:8][C:9]([OH:11])=[O:10], predict the reactants needed to synthesize it. The reactants are: Br[C:2]1[CH:7]=[CH:6][CH:5]=[CH:4][C:3]=1[CH2:8][C:9]([OH:11])=[O:10].[Cl:12][C:13]1[CH:19]=[CH:18][CH:17]=[C:16]([Cl:20])[C:14]=1[NH2:15]. (3) Given the product [C:3]([CH2:5][CH2:6][CH2:7][CH2:8][C:9]([CH2:23][CH2:24][C:25]1[CH:34]=[CH:33][C:28]([C:29]([O:31][CH3:32])=[O:30])=[CH:27][CH:26]=1)([C:10]([O:12][CH2:13][CH:14]=[CH2:15])=[O:11])[C:16]([O:18][CH2:19][CH:20]=[CH2:21])=[O:17])#[N:4], predict the reactants needed to synthesize it. The reactants are: [H-].[Na+].[C:3]([CH2:5][CH2:6][CH2:7][CH2:8][CH:9]([C:16]([O:18][CH2:19][CH:20]=[CH2:21])=[O:17])[C:10]([O:12][CH2:13][CH:14]=[CH2:15])=[O:11])#[N:4].Br[CH2:23][CH2:24][C:25]1[CH:34]=[CH:33][C:28]([C:29]([O:31][CH3:32])=[O:30])=[CH:27][CH:26]=1.O. (4) Given the product [F:1][C:2]1[CH:10]=[C:9]([C:11]([F:14])([F:13])[F:12])[CH:8]=[CH:7][C:3]=1[C:4]([NH:38][CH2:37][C:32]1[CH:31]=[C:30]([CH:35]=[CH:34][C:33]=1[CH3:36])[O:29][C:26]1[CH:27]=[CH:28][C:23]([O:22][C:19]([CH3:21])([CH3:20])[C:18]([OH:40])=[O:17])=[C:24]([CH3:39])[CH:25]=1)=[O:6], predict the reactants needed to synthesize it. The reactants are: [F:1][C:2]1[CH:10]=[C:9]([C:11]([F:14])([F:13])[F:12])[CH:8]=[CH:7][C:3]=1[C:4]([OH:6])=O.C([O:17][C:18](=[O:40])[C:19]([O:22][C:23]1[CH:28]=[CH:27][C:26]([O:29][C:30]2[CH:35]=[CH:34][C:33]([CH3:36])=[C:32]([CH2:37][NH2:38])[CH:31]=2)=[CH:25][C:24]=1[CH3:39])([CH3:21])[CH3:20])C. (5) Given the product [Na+:51].[F:49][C:2]([F:1])([F:48])[C:3]1[CH:4]=[C:5]([CH:41]=[C:42]([C:44]([F:45])([F:46])[F:47])[CH:43]=1)[CH2:6][N:7]([CH2:20][C:21]1[CH:26]=[C:25]([C:27]([F:30])([F:29])[F:28])[CH:24]=[CH:23][C:22]=1[N:31]([CH2:34][CH:35]1[CH2:40][CH2:39][CH2:38][CH2:37][CH2:36]1)[CH2:32][CH3:33])[C:8]1[N:9]=[CH:10][C:11]([O:14][CH2:15][CH2:16][C:17]([O-:19])=[O:18])=[CH:12][N:13]=1, predict the reactants needed to synthesize it. The reactants are: [F:1][C:2]([F:49])([F:48])[C:3]1[CH:4]=[C:5]([CH:41]=[C:42]([C:44]([F:47])([F:46])[F:45])[CH:43]=1)[CH2:6][N:7]([CH2:20][C:21]1[CH:26]=[C:25]([C:27]([F:30])([F:29])[F:28])[CH:24]=[CH:23][C:22]=1[N:31]([CH2:34][CH:35]1[CH2:40][CH2:39][CH2:38][CH2:37][CH2:36]1)[CH2:32][CH3:33])[C:8]1[N:13]=[CH:12][C:11]([O:14][CH2:15][CH2:16][C:17]([OH:19])=[O:18])=[CH:10][N:9]=1.[OH-].[Na+:51]. (6) Given the product [CH3:13][O:14][C:3]1[CH:8]=[C:7]([CH3:9])[C:6]([N+:10]([O-:12])=[O:11])=[CH:5][N:4]=1, predict the reactants needed to synthesize it. The reactants are: [Na].Cl[C:3]1[CH:8]=[C:7]([CH3:9])[C:6]([N+:10]([O-:12])=[O:11])=[CH:5][N:4]=1.[CH3:13][OH:14].